The task is: Predict the reactants needed to synthesize the given product.. This data is from Full USPTO retrosynthesis dataset with 1.9M reactions from patents (1976-2016). (1) Given the product [Cl:11][C:12]1[N:16]2[CH:17]=[C:18]([C:25]3[CH:26]=[N:9][N:8]([CH2:3][OH:5])[N:7]=3)[CH:19]=[C:20]([C:21]([F:22])([F:24])[F:23])[C:15]2=[N:14][C:13]=1[C:27]([O:29][CH3:30])=[O:28], predict the reactants needed to synthesize it. The reactants are: C=O.[C:3](O)(=[O:5])C.[N-:7]=[N+:8]=[N-:9].[Na+].[Cl:11][C:12]1[N:16]2[CH:17]=[C:18]([C:25]#[CH:26])[CH:19]=[C:20]([C:21]([F:24])([F:23])[F:22])[C:15]2=[N:14][C:13]=1[C:27]([O:29][CH3:30])=[O:28].O=C1O[C@H]([C@H](CO)O)C([O-])=C1O.[Na+]. (2) Given the product [I-:2].[S:3]1[C:11]2[CH2:10][CH2:9][N:8]([C:12]([N:14]3[CH:18]=[CH:17][N+:16]([CH3:1])=[CH:15]3)=[O:13])[CH2:7][C:6]=2[CH:5]=[CH:4]1, predict the reactants needed to synthesize it. The reactants are: [CH3:1][I:2].[S:3]1[C:11]2[CH2:10][CH2:9][N:8]([C:12]([N:14]3[CH:18]=[CH:17][N:16]=[CH:15]3)=[O:13])[CH2:7][C:6]=2[CH:5]=[CH:4]1. (3) Given the product [CH2:37]([N:44]1[C:48]2=[N:49][CH:50]=[CH:51][C:52]([O:53][CH2:54][C:57]([O:59][CH2:60][CH3:61])=[O:58])=[C:47]2[CH:46]=[C:45]1[CH3:55])[C:38]1[CH:39]=[CH:40][CH:41]=[CH:42][CH:43]=1, predict the reactants needed to synthesize it. The reactants are: C(N1C2C=CNC(=O)C=2C=C1C)C1C=CC=CC=1.C(N1C(C)=CC=C1C=CC(O)=O)C1C=CC=CC=1.[CH2:37]([N:44]1[C:48]2=[N:49][CH:50]=[CH:51][C:52]([O:53][CH3:54])=[C:47]2[CH:46]=[C:45]1[CH3:55])[C:38]1[CH:43]=[CH:42][CH:41]=[CH:40][CH:39]=1.Cl[C:57]([O:59][CH2:60][CH3:61])=[O:58].[N-]=[N+]=[N-].[Na+]. (4) The reactants are: [N:1]1[C:9]2[C:4](=[N:5][CH:6]=[CH:7][CH:8]=2)[N:3]([CH2:10][C:11]2[CH:22]=[CH:21][C:14]3[N:15]=[C:16](S(C)=O)[S:17][C:13]=3[CH:12]=2)[CH:2]=1.N1C2C(=NC=CC=2)N(CC2C=CC3N=C(S(C)(=O)=O)SC=3C=2)C=1.[NH2:46][C@@H:47]1[CH2:52][CH2:51][CH2:50][CH2:49][C@H:48]1[CH2:53][OH:54].CCN(C(C)C)C(C)C. Given the product [N:1]1[C:9]2[C:4](=[N:5][CH:6]=[CH:7][CH:8]=2)[N:3]([CH2:10][C:11]2[CH:22]=[CH:21][C:14]3[N:15]=[C:16]([NH:46][C@@H:47]4[CH2:52][CH2:51][CH2:50][CH2:49][C@H:48]4[CH2:53][OH:54])[S:17][C:13]=3[CH:12]=2)[CH:2]=1, predict the reactants needed to synthesize it. (5) Given the product [CH2:1]([NH:9][C:21]([C:20]1[CH:24]=[CH:25][C:17]([C:14]2[S:15][CH:16]=[C:12]([CH2:11][N:49]([CH2:48][C:45]3[CH:46]=[CH:47][C:42]([O:41][CH2:40][C:39]([OH:50])=[O:38])=[CH:43][CH:44]=3)[C:34](=[O:35])[CH2:33][CH2:32][C:26]3[CH:31]=[CH:30][CH:29]=[CH:28][CH:27]=3)[N:13]=2)=[CH:18][CH:19]=1)=[O:22])[CH2:2][CH2:3][CH2:4][CH2:5][CH2:6][CH2:7][CH3:8], predict the reactants needed to synthesize it. The reactants are: [CH2:1]([NH2:9])[CH2:2][CH2:3][CH2:4][CH2:5][CH2:6][CH2:7][CH3:8].Cl[CH2:11][C:12]1[N:13]=[C:14]([C:17]2[CH:25]=[CH:24][C:20]([C:21](Cl)=[O:22])=[CH:19][CH:18]=2)[S:15][CH:16]=1.[C:26]1([CH2:32][CH2:33][C:34](Cl)=[O:35])[CH:31]=[CH:30][CH:29]=[CH:28][CH:27]=1.C[O:38][C:39](=[O:50])[CH2:40][O:41][C:42]1[CH:47]=[CH:46][C:45]([CH2:48][NH2:49])=[CH:44][CH:43]=1. (6) The reactants are: [NH2:1][CH2:2][CH2:3][CH2:4][O:5][C:6]1[CH:35]=[CH:34][C:9]([C:10]([N:12]2[C:21]3[C:16](=[CH:17][CH:18]=[CH:19][CH:20]=3)[C@H:15]([N:22]([C:26]3[CH:31]=[CH:30][C:29]([Cl:32])=[CH:28][CH:27]=3)[C:23](=[O:25])[CH3:24])[CH2:14][C@@H:13]2[CH3:33])=[O:11])=[CH:8][CH:7]=1.Cl[C:37]([O:39][CH3:40])=[O:38]. Given the product [CH3:40][O:39][C:37](=[O:38])[NH:1][CH2:2][CH2:3][CH2:4][O:5][C:6]1[CH:7]=[CH:8][C:9]([C:10]([N:12]2[C:21]3[C:16](=[CH:17][CH:18]=[CH:19][CH:20]=3)[C@H:15]([N:22]([C:23](=[O:25])[CH3:24])[C:26]3[CH:31]=[CH:30][C:29]([Cl:32])=[CH:28][CH:27]=3)[CH2:14][C@@H:13]2[CH3:33])=[O:11])=[CH:34][CH:35]=1, predict the reactants needed to synthesize it.